From a dataset of Forward reaction prediction with 1.9M reactions from USPTO patents (1976-2016). Predict the product of the given reaction. (1) The product is: [C:1]([O:5][C:6]([NH:8][CH2:9][C:10]1[CH:11]=[N:12][C:13]([CH2:16][Cl:26])=[CH:14][CH:15]=1)=[O:7])([CH3:4])([CH3:3])[CH3:2]. Given the reactants [C:1]([O:5][C:6]([NH:8][CH2:9][C:10]1[CH:11]=[N:12][C:13]([CH2:16]O)=[CH:14][CH:15]=1)=[O:7])([CH3:4])([CH3:3])[CH3:2].C(N(CC)CC)C.C(Cl)[Cl:26].CS(Cl)(=O)=O, predict the reaction product. (2) Given the reactants CN(C)CC(N)=O.ClC1C=C(OC2C(F)=CC([NH:23][C:24]([C:26]3([C:29]([NH:31][C:32]4[CH:37]=[CH:36][C:35]([F:38])=[CH:34][CH:33]=4)=[O:30])[CH2:28][CH2:27]3)=[O:25])=C(F)C=2)C=CN=1.C(=O)([O-])[O-].[Cs+].[Cs+], predict the reaction product. The product is: [F:38][C:35]1[CH:34]=[CH:33][C:32]([NH:31][C:29]([C:26]2([C:24]([NH2:23])=[O:25])[CH2:27][CH2:28]2)=[O:30])=[CH:37][CH:36]=1. (3) Given the reactants [CH3:1][O:2][C:3](=[O:18])[C@@H:4]([N:13]1[CH:17]=[CH:16][CH:15]=[CH:14]1)[CH2:5][C:6]1[CH:11]=[CH:10][C:9]([OH:12])=[CH:8][CH:7]=1.[F:19][C:20]([F:31])([F:30])[C:21]1[CH:26]=[CH:25][CH:24]=[CH:23][C:22]=1[CH2:27][CH2:28]O, predict the reaction product. The product is: [CH3:1][O:2][C:3](=[O:18])[C@@H:4]([N:13]1[CH:17]=[CH:16][CH:15]=[CH:14]1)[CH2:5][C:6]1[CH:11]=[CH:10][C:9]([O:12][CH2:28][CH2:27][C:22]2[CH:23]=[CH:24][CH:25]=[CH:26][C:21]=2[C:20]([F:19])([F:30])[F:31])=[CH:8][CH:7]=1. (4) Given the reactants Br[C:2]1[N:7]=[C:6]([O:8][C@@H:9]([C@H:11]2[CH2:15][NH:14][C:13](=[O:16])[CH2:12]2)[CH3:10])[C:5]2[N:17]([CH:20]3[CH2:22][CH2:21]3)[CH:18]=[N:19][C:4]=2[CH:3]=1.CC1(C)C(C)(C)OB([C:31]2[CH:36]=[CH:35][N:34]=[CH:33][CH:32]=2)O1.C(=O)([O-])[O-].[Na+].[Na+], predict the reaction product. The product is: [CH:20]1([N:17]2[C:5]3[C:6]([O:8][C@@H:9]([C@H:11]4[CH2:15][NH:14][C:13](=[O:16])[CH2:12]4)[CH3:10])=[N:7][C:2]([C:31]4[CH:36]=[CH:35][N:34]=[CH:33][CH:32]=4)=[CH:3][C:4]=3[N:19]=[CH:18]2)[CH2:22][CH2:21]1. (5) The product is: [F:34][C:26]([F:35])([C:27]([F:32])([F:33])[C:28]([F:29])([F:31])[F:30])[CH2:25][C:8]([CH2:7][C:6]1[CH:5]=[CH:4][C:3]([C:2]([F:15])([F:16])[F:1])=[CH:14][CH:13]=1)([C:11]#[N:12])[C:9]#[N:10]. Given the reactants [F:1][C:2]([F:16])([F:15])[C:3]1[CH:14]=[CH:13][C:6]([CH2:7][CH:8]([C:11]#[N:12])[C:9]#[N:10])=[CH:5][CH:4]=1.[H-].[Na+].FC(F)(F)S(O[CH2:25][C:26]([F:35])([F:34])[C:27]([F:33])([F:32])[C:28]([F:31])([F:30])[F:29])(=O)=O, predict the reaction product. (6) Given the reactants [Br:1][C:2]1[CH:8]=[C:7]([Cl:9])[C:5]([NH2:6])=[C:4]([Cl:10])[CH:3]=1.[CH:11]1([CH2:16][C:17](Cl)=[O:18])[CH2:15][CH2:14][CH2:13][CH2:12]1.C(=O)([O-])[O-].[Na+].[Na+], predict the reaction product. The product is: [Br:1][C:2]1[CH:8]=[C:7]([Cl:9])[C:5]([NH:6][C:17](=[O:18])[CH2:16][CH:11]2[CH2:15][CH2:14][CH2:13][CH2:12]2)=[C:4]([Cl:10])[CH:3]=1. (7) Given the reactants [OH:1][CH2:2][CH2:3][C:4]1([CH2:10][CH2:11][OH:12])[CH2:9][CH2:8][NH:7][CH2:6][CH2:5]1.Cl[C:14]([O:16][CH2:17][C:18]1[CH:23]=[CH:22][CH:21]=[CH:20][CH:19]=1)=[O:15].C(N(CC)CC)C, predict the reaction product. The product is: [CH2:17]([O:16][C:14]([N:7]1[CH2:8][CH2:9][C:4]([CH2:3][CH2:2][OH:1])([CH2:10][CH2:11][OH:12])[CH2:5][CH2:6]1)=[O:15])[C:18]1[CH:23]=[CH:22][CH:21]=[CH:20][CH:19]=1.